From a dataset of NCI-60 drug combinations with 297,098 pairs across 59 cell lines. Regression. Given two drug SMILES strings and cell line genomic features, predict the synergy score measuring deviation from expected non-interaction effect. Drug 1: C1=C(C(=O)NC(=O)N1)F. Drug 2: CC1C(C(CC(O1)OC2CC(OC(C2O)C)OC3=CC4=CC5=C(C(=O)C(C(C5)C(C(=O)C(C(C)O)O)OC)OC6CC(C(C(O6)C)O)OC7CC(C(C(O7)C)O)OC8CC(C(C(O8)C)O)(C)O)C(=C4C(=C3C)O)O)O)O. Cell line: CAKI-1. Synergy scores: CSS=41.6, Synergy_ZIP=10.4, Synergy_Bliss=11.4, Synergy_Loewe=16.2, Synergy_HSA=15.7.